Predict which catalyst facilitates the given reaction. From a dataset of Catalyst prediction with 721,799 reactions and 888 catalyst types from USPTO. Reactant: [NH2:1][C:2]1[CH:48]=[CH:47][C:5]([CH2:6][N:7]([C@H:15]2[CH2:20][CH2:19][CH2:18][C@@H:17]([NH:21][C:22]3[N:27]=[C:26]([C:28]4[C:36]5[C:31](=[CH:32][CH:33]=[CH:34][CH:35]=5)[N:30](S(C5C=CC=CC=5)(=O)=O)[CH:29]=4)[C:25]([Cl:46])=[CH:24][N:23]=3)[CH2:16]2)[C:8](=[O:14])[O:9][C:10]([CH3:13])([CH3:12])[CH3:11])=[CH:4][CH:3]=1.[OH-].[Na+].O. Product: [NH2:1][C:2]1[CH:48]=[CH:47][C:5]([CH2:6][N:7]([C@H:15]2[CH2:20][CH2:19][CH2:18][C@@H:17]([NH:21][C:22]3[N:27]=[C:26]([C:28]4[C:36]5[C:31](=[CH:32][CH:33]=[CH:34][CH:35]=5)[NH:30][CH:29]=4)[C:25]([Cl:46])=[CH:24][N:23]=3)[CH2:16]2)[C:8](=[O:14])[O:9][C:10]([CH3:13])([CH3:12])[CH3:11])=[CH:4][CH:3]=1. The catalyst class is: 12.